From a dataset of Catalyst prediction with 721,799 reactions and 888 catalyst types from USPTO. Predict which catalyst facilitates the given reaction. (1) Reactant: Cl.Br[CH2:3][C:4]1[CH:9]=[CH:8][N:7]=[CH:6][CH:5]=1.[NH:10]1[CH:14]=[C:13]([C:15]([O:17]CC)=[O:16])[CH:12]=[N:11]1.C(=O)([O-])[O-].[Cs+].[Cs+].[OH-].[Na+]. Product: [N:7]1[CH:8]=[CH:9][C:4]([CH2:3][N:10]2[CH:14]=[C:13]([C:15]([OH:17])=[O:16])[CH:12]=[N:11]2)=[CH:5][CH:6]=1. The catalyst class is: 95. (2) Reactant: [F:1][C:2]1([F:25])[C:10]2[C:5](=[CH:6][C:7]([CH2:11][C:12](O)=[O:13])=[CH:8][CH:9]=2)[N:4]([CH2:15][C:16]2[CH:21]=[CH:20][C:19]([O:22][CH3:23])=[CH:18][CH:17]=2)[C:3]1=[O:24].CCN=C=NCCCN(C)C.C1C=CC2N(O)N=NC=2C=1.[CH3:47][NH:48][C@@H:49]([C:57]1[CH:62]=[CH:61][CH:60]=[CH:59][CH:58]=1)[CH2:50][N:51]1[CH2:55][CH2:54][C@H:53]([OH:56])[CH2:52]1. Product: [F:1][C:2]1([F:25])[C:10]2[C:5](=[CH:6][C:7]([CH2:11][C:12]([N:48]([C@@H:49]([C:57]3[CH:62]=[CH:61][CH:60]=[CH:59][CH:58]=3)[CH2:50][N:51]3[CH2:55][CH2:54][C@H:53]([OH:56])[CH2:52]3)[CH3:47])=[O:13])=[CH:8][CH:9]=2)[N:4]([CH2:15][C:16]2[CH:17]=[CH:18][C:19]([O:22][CH3:23])=[CH:20][CH:21]=2)[C:3]1=[O:24]. The catalyst class is: 9. (3) Reactant: [Cl:1][C:2]1[CH:3]=[C:4]([C:9]2[CH:13]=[C:12]([O:14][CH2:15][CH2:16][CH2:17][OH:18])[N:11]([C:19]3[CH:28]=[CH:27][C:26]4[C:21](=[CH:22][CH:23]=[CH:24][CH:25]=4)[CH:20]=3)[N:10]=2)[CH:5]=[C:6]([Cl:8])[CH:7]=1.[Cr](O[Cr]([O-])(=O)=O)([O-])(=O)=[O:30].[NH+]1C=CC=CC=1.[NH+]1C=CC=CC=1. Product: [Cl:8][C:6]1[CH:5]=[C:4]([C:9]2[CH:13]=[C:12]([O:14][CH2:15][CH2:16][C:17]([OH:30])=[O:18])[N:11]([C:19]3[CH:28]=[CH:27][C:26]4[C:21](=[CH:22][CH:23]=[CH:24][CH:25]=4)[CH:20]=3)[N:10]=2)[CH:3]=[C:2]([Cl:1])[CH:7]=1. The catalyst class is: 9. (4) Reactant: [NH2:1][C:2]1[C:3]2[C:4]([C:19]3[CH:24]=[CH:23][CH:22]=[C:21]([O:25][CH3:26])[CH:20]=3)=[N:5][C:6]([S:17][CH3:18])=[N:7][C:8]=2[CH2:9][CH2:10][C:11]=1[C:12]([O:14][CH2:15][CH3:16])=[O:13].ClC1C(=O)C(C#N)=C(C#N)C(=O)C=1Cl. Product: [NH2:1][C:2]1[C:11]([C:12]([O:14][CH2:15][CH3:16])=[O:13])=[CH:10][CH:9]=[C:8]2[C:3]=1[C:4]([C:19]1[CH:24]=[CH:23][CH:22]=[C:21]([O:25][CH3:26])[CH:20]=1)=[N:5][C:6]([S:17][CH3:18])=[N:7]2. The catalyst class is: 2. (5) Reactant: [C:1]1([C:7]2([CH2:13][NH2:14])[CH2:12][CH2:11][CH2:10][CH2:9][CH2:8]2)[CH:6]=[CH:5][CH:4]=[CH:3][CH:2]=1.C(N(CC)CC)C.[Cl:22][C:23]1[N:32]=[C:31](Cl)[C:30]2[C:25](=[CH:26][CH:27]=[CH:28][CH:29]=2)[N:24]=1. Product: [Cl:22][C:23]1[N:32]=[C:31]([NH:14][CH2:13][C:7]2([C:1]3[CH:6]=[CH:5][CH:4]=[CH:3][CH:2]=3)[CH2:12][CH2:11][CH2:10][CH2:9][CH2:8]2)[C:30]2[C:25](=[CH:26][CH:27]=[CH:28][CH:29]=2)[N:24]=1. The catalyst class is: 7.